This data is from Catalyst prediction with 721,799 reactions and 888 catalyst types from USPTO. The task is: Predict which catalyst facilitates the given reaction. (1) Reactant: [Cl:1][C:2]1[CH:3]=[CH:4][C:5]([C:8]([NH:30][C:31](=[O:40])[NH:32][C:33]([CH3:39])([CH3:38])[CH2:34][C:35]([OH:37])=O)([C:16]2[CH:21]=[C:20]([O:22][C:23]([F:28])([F:27])[CH:24]([F:26])[F:25])[CH:19]=[C:18]([F:29])[CH:17]=2)[CH2:9][C:10]2[CH:15]=[CH:14][CH:13]=[CH:12][CH:11]=2)=[N:6][CH:7]=1.C1C=CC2N(O)N=[N:47]C=2C=1.CCN=C=NCCCN(C)C.[NH4+].[OH-]. Product: [Cl:1][C:2]1[CH:3]=[CH:4][C:5]([C:8]([NH:30][C:31](=[O:40])[NH:32][C:33]([CH3:38])([CH3:39])[CH2:34][C:35]([NH2:47])=[O:37])([C:16]2[CH:21]=[C:20]([O:22][C:23]([F:27])([F:28])[CH:24]([F:26])[F:25])[CH:19]=[C:18]([F:29])[CH:17]=2)[CH2:9][C:10]2[CH:11]=[CH:12][CH:13]=[CH:14][CH:15]=2)=[N:6][CH:7]=1. The catalyst class is: 3. (2) Reactant: [CH2:1]([N:3]1[C:7]([CH:8](OC)[C:9]2[C:17]3[C:12](=[N:13][CH:14]=[CH:15][CH:16]=3)[NH:11][CH:10]=2)=[CH:6][C:5]([NH:20][CH2:21][C:22]2[CH:27]=[CH:26][C:25]([F:28])=[CH:24][CH:23]=2)=[N:4]1)[CH3:2].C(#N)C.C([SiH](CC)CC)C.FC(F)(F)C(O)=O.C(=O)([O-])[O-].[K+].[K+]. Product: [CH2:1]([N:3]1[C:7]([CH2:8][C:9]2[C:17]3[C:12](=[N:13][CH:14]=[CH:15][CH:16]=3)[NH:11][CH:10]=2)=[CH:6][C:5]([NH:20][CH2:21][C:22]2[CH:23]=[CH:24][C:25]([F:28])=[CH:26][CH:27]=2)=[N:4]1)[CH3:2]. The catalyst class is: 4. (3) Reactant: [NH2:1][C:2]([C:4]1[O:8][C:7]([C@@H:9]([NH:14]C(=O)OC(C)(C)C)[C:10]([CH3:13])([CH3:12])[CH3:11])=[N:6][N:5]=1)=[O:3].[ClH:22]. The catalyst class is: 12. Product: [ClH:22].[NH2:14][C@H:9]([C:7]1[O:8][C:4]([C:2]([NH2:1])=[O:3])=[N:5][N:6]=1)[C:10]([CH3:13])([CH3:12])[CH3:11]. (4) Reactant: [CH:1]1([NH:7][C:8]([C:10]2[C:14]([CH3:15])=[C:13]([C:16]3[CH:21]=[CH:20][C:19]([OH:22])=[CH:18][CH:17]=3)[N:12]([C:23]3[CH:28]=[CH:27][C:26]([Cl:29])=[CH:25][C:24]=3[Cl:30])[N:11]=2)=[O:9])[CH2:6][CH2:5][CH2:4][CH2:3][CH2:2]1.C(N(CC)CC)C.[CH2:38]([S:41](Cl)(=[O:43])=[O:42])[CH2:39][CH3:40]. The catalyst class is: 2. Product: [CH2:38]([S:41]([O:22][C:19]1[CH:18]=[CH:17][C:16]([C:13]2[N:12]([C:23]3[CH:28]=[CH:27][C:26]([Cl:29])=[CH:25][C:24]=3[Cl:30])[N:11]=[C:10]([C:8]([NH:7][CH:1]3[CH2:6][CH2:5][CH2:4][CH2:3][CH2:2]3)=[O:9])[C:14]=2[CH3:15])=[CH:21][CH:20]=1)(=[O:43])=[O:42])[CH2:39][CH3:40].